Task: Regression. Given a peptide amino acid sequence and an MHC pseudo amino acid sequence, predict their binding affinity value. This is MHC class I binding data.. Dataset: Peptide-MHC class I binding affinity with 185,985 pairs from IEDB/IMGT The peptide sequence is LTMKNKAWMV. The MHC is HLA-A68:02 with pseudo-sequence HLA-A68:02. The binding affinity (normalized) is 0.740.